Dataset: Reaction yield outcomes from USPTO patents with 853,638 reactions. Task: Predict the reaction yield, written as a fraction of the theoretical maximum amount of product (1.0 means a 100% yield; for example, 0.34 means a 34% yield). (1) The reactants are [CH2:1]([OH:4])[CH:2]=[CH2:3].[H-].[Na+].[NH2:7][C:8]1[NH:9][C:10](=[O:27])[C:11]2[N:12]=[C:13](Br)[N:14]([C@H:17]3[C@H:21]([OH:22])[C@H:20]([OH:23])[C@@H:19]([CH2:24][OH:25])[O:18]3)[C:15]=2[N:16]=1.C(OCC)C. The catalyst is CS(C)=O. The product is [CH2:1]([O:4][C:13]1[N:14]([C@H:17]2[C@H:21]([OH:22])[C@H:20]([OH:23])[C@@H:19]([CH2:24][OH:25])[O:18]2)[C:15]2[N:16]=[C:8]([NH2:7])[NH:9][C:10](=[O:27])[C:11]=2[N:12]=1)[CH:2]=[CH2:3]. The yield is 0.510. (2) The reactants are [Br:1][C:2]1[C:10]2[C:5]([NH:6][CH:7]=[N:8][C:9]=2[Cl:11])=[N:4][CH:3]=1.[N:12]1([CH2:18][CH2:19]O)[CH2:17][CH2:16][O:15][CH2:14][CH2:13]1.C1(P(C2C=CC=CC=2)C2C=CC=CC=2)C=CC=CC=1.CCOC(/N=N/C(OCC)=O)=O. The catalyst is O1CCCC1. The product is [Br:1][C:2]1[C:10]2[C:9]([Cl:11])=[N:8][CH:7]=[N:6][C:5]=2[N:4]([CH2:19][CH2:18][N:12]2[CH2:17][CH2:16][O:15][CH2:14][CH2:13]2)[CH:3]=1. The yield is 0.820. (3) The reactants are [NH2:1][C:2]1[C:3]2[C:10]([C:11]3[CH:16]=[CH:15][C:14]([O:17][C:18]4[CH:23]=[CH:22][CH:21]=[CH:20][CH:19]=4)=[CH:13][CH:12]=3)=[C:9](C#N)[N:8]([C@@H:26]3[CH2:30][CH2:29][N:28](C(OC(C)(C)C)=O)[CH2:27]3)[C:4]=2[N:5]=[CH:6][N:7]=1.[OH-:38].[Na+].[CH2:40]([OH:43])CO.O. No catalyst specified. The product is [NH2:1][C:2]1[C:3]2[C:10]([C:11]3[CH:12]=[CH:13][C:14]([O:17][C:18]4[CH:19]=[CH:20][CH:21]=[CH:22][CH:23]=4)=[CH:15][CH:16]=3)=[C:9]([C:40]([OH:43])=[O:38])[N:8]([C@@H:26]3[CH2:30][CH2:29][NH:28][CH2:27]3)[C:4]=2[N:5]=[CH:6][N:7]=1. The yield is 0.0400. (4) The reactants are [C:1]([C:5]1[O:9][N:8]=[C:7]([NH:10][C:11]([NH:13][C:14]2[CH:19]=[CH:18][CH:17]=[C:16]([S:20][C:21]3[C:30]4[C:25](=[CH:26][C:27]([O:33][CH2:34][CH2:35][CH2:36]Cl)=[C:28]([O:31][CH3:32])[CH:29]=4)[N:24]=[CH:23][N:22]=3)[CH:15]=2)=[O:12])[CH:6]=1)([CH3:4])([CH3:3])[CH3:2].[N:38]1([CH2:44][CH2:45][OH:46])[CH2:43][CH2:42][NH:41][CH2:40][CH2:39]1. No catalyst specified. The product is [C:1]([C:5]1[O:9][N:8]=[C:7]([NH:10][C:11]([NH:13][C:14]2[CH:19]=[CH:18][CH:17]=[C:16]([S:20][C:21]3[C:30]4[C:25](=[CH:26][C:27]([O:33][CH2:34][CH2:35][CH2:36][N:41]5[CH2:42][CH2:43][N:38]([CH2:44][CH2:45][OH:46])[CH2:39][CH2:40]5)=[C:28]([O:31][CH3:32])[CH:29]=4)[N:24]=[CH:23][N:22]=3)[CH:15]=2)=[O:12])[CH:6]=1)([CH3:4])([CH3:3])[CH3:2]. The yield is 0.320.